From a dataset of Reaction yield outcomes from USPTO patents with 853,638 reactions. Predict the reaction yield, written as a fraction of the theoretical maximum amount of product (1.0 means a 100% yield; for example, 0.34 means a 34% yield). (1) The reactants are [F-].[K+].CN(C)C=O.[CH2:8]([O:10][C:11]([C:13]1[N:17]([CH3:18])[N:16]=[C:15]([CH:19]2[CH2:21][CH2:20]2)[C:14]=1I)=[O:12])[CH3:9].C[Si](C)(C)[C:25]([F:28])([F:27])[F:26]. The catalyst is C(OCC)(=O)C.[Cu]I.O. The product is [CH:19]1([C:15]2[C:14]([C:25]([F:28])([F:27])[F:26])=[C:13]([C:11]([O:10][CH2:8][CH3:9])=[O:12])[N:17]([CH3:18])[N:16]=2)[CH2:21][CH2:20]1. The yield is 0.860. (2) The reactants are [Cl:1][C:2]1[CH:7]=[CH:6][C:5]([C:8](=O)[CH2:9][C:10](=O)[C:11]([F:14])([F:13])[F:12])=[CH:4][C:3]=1[CH3:17].[NH2:18][C:19]1[C:23]([C:24]2[CH:29]=[C:28]([CH3:30])[N:27]=[C:26]([CH3:31])[CH:25]=2)=[CH:22][NH:21][N:20]=1. No catalyst specified. The product is [Cl:1][C:2]1[CH:7]=[CH:6][C:5]([C:8]2[CH:9]=[C:10]([C:11]([F:14])([F:13])[F:12])[N:20]3[N:21]=[CH:22][C:23]([C:24]4[CH:29]=[C:28]([CH3:30])[N:27]=[C:26]([CH3:31])[CH:25]=4)=[C:19]3[N:18]=2)=[CH:4][C:3]=1[CH3:17]. The yield is 0.460.